Predict the product of the given reaction. From a dataset of Forward reaction prediction with 1.9M reactions from USPTO patents (1976-2016). (1) The product is: [CH3:27][N:26]([CH3:43])[CH2:25][CH2:24][N:22]1[CH:23]=[C:19]([C:18]2[CH:17]=[CH:16][N:15]=[C:14]3[NH:40][C:11]([C:7]4[CH:8]=[CH:9][CH:10]=[C:5]([CH2:4][N:2]([CH3:3])[CH3:1])[CH:6]=4)=[CH:12][C:13]=23)[C:20]([C:28]2[CH:29]=[CH:30][C:31]([NH:34][C:35](=[O:39])[N:36]([CH3:38])[CH3:37])=[CH:32][CH:33]=2)=[N:21]1. Given the reactants [CH3:1][N:2]([CH2:4][C:5]1[CH:6]=[C:7]([C:11]2[NH:40][C:14]3=[N:15][CH:16]=[CH:17][C:18]([C:19]4[C:20]([C:28]5[CH:33]=[CH:32][C:31]([NH:34][C:35](=[O:39])[N:36]([CH3:38])[CH3:37])=[CH:30][CH:29]=5)=[N:21][N:22]([CH2:24][CH2:25][NH:26][CH3:27])[CH:23]=4)=[C:13]3[CH:12]=2)[CH:8]=[CH:9][CH:10]=1)[CH3:3].[OH-].[Na+].[CH2:43]=O.O, predict the reaction product. (2) Given the reactants [F:1][CH:2]([F:24])[C@H:3]1[O:11][C@H:10]2[C@H:6]([N:7]=[C:8]([N:12]([CH2:20][CH3:21])[C:13](=[O:19])[O:14][C:15]([CH3:18])([CH3:17])[CH3:16])[S:9]2)[C@@H:5]([OH:22])[C@@H:4]1[OH:23].N1C=CN=C1.[CH3:30][C:31]([Si:34](Cl)([CH3:36])[CH3:35])([CH3:33])[CH3:32], predict the reaction product. The product is: [C:15]([O:14][C:13](=[O:19])[N:12]([C:8]1[S:9][C@H:10]2[O:11][C@H:3]([CH:2]([F:1])[F:24])[C@@H:4]([OH:23])[C@H:5]([O:22][Si:34]([C:31]([CH3:33])([CH3:32])[CH3:30])([CH3:36])[CH3:35])[C@H:6]2[N:7]=1)[CH2:20][CH3:21])([CH3:16])([CH3:17])[CH3:18]. (3) Given the reactants [CH3:1][C:2]1[C:6]([NH:7][C:8]([O:10][C@@H:11]([C:13]2[CH:18]=[CH:17][CH:16]=[CH:15][CH:14]=2)[CH3:12])=[O:9])=[C:5]([C:19]2[CH:38]=[CH:37][C:22]([C:23]([NH:25][C@@H:26]([CH2:30][C:31]3[CH:36]=[CH:35][CH:34]=[CH:33][CH:32]=3)[C:27]([OH:29])=[O:28])=[O:24])=[CH:21][CH:20]=2)[O:4][N:3]=1.Cl.COC(=O)[C@H](CC1C=CC=CC=1)N, predict the reaction product. The product is: [CH3:1][C:2]1[C:6]([NH:7][C:8]([O:10][C@H:11]([C:13]2[CH:14]=[CH:15][CH:16]=[CH:17][CH:18]=2)[CH3:12])=[O:9])=[C:5]([C:19]2[CH:38]=[CH:37][C:22]([C:23]([NH:25][C@@H:26]([CH2:30][C:31]3[CH:32]=[CH:33][CH:34]=[CH:35][CH:36]=3)[C:27]([OH:29])=[O:28])=[O:24])=[CH:21][CH:20]=2)[O:4][N:3]=1. (4) Given the reactants [CH3:1][C:2]1[C:10](C(O)=O)=[C:5]2[CH:6]=[CH:7][CH:8]=[CH:9][N:4]2[N:3]=1.[I:14]N1C(=O)CCC1=O, predict the reaction product. The product is: [I:14][C:10]1[C:2]([CH3:1])=[N:3][N:4]2[CH:9]=[CH:8][CH:7]=[CH:6][C:5]=12. (5) Given the reactants [CH3:1][C:2]1([CH3:29])[O:6][C@H:5]([CH2:7][N:8]2[CH:12]=[CH:11][C:10]([NH:13][C:14](=[O:28])[CH:15]([N:20]3[C:25](=[O:26])[CH:24]=[C:23](I)[CH:22]=[N:21]3)[CH2:16][CH:17]([CH3:19])[CH3:18])=[N:9]2)[CH2:4][O:3]1.[Cl:30][C:31]1[C:36]([C:37]([F:40])([F:39])[F:38])=[CH:35][CH:34]=[CH:33][C:32]=1[OH:41].C(=O)([O-])[O-].[Cs+].[Cs+], predict the reaction product. The product is: [CH3:1][C:2]1([CH3:29])[O:6][C@H:5]([CH2:7][N:8]2[CH:12]=[CH:11][C:10]([NH:13][C:14](=[O:28])[CH:15]([N:20]3[C:25](=[O:26])[CH:24]=[C:23]([O:41][C:32]4[CH:33]=[CH:34][CH:35]=[C:36]([C:37]([F:38])([F:39])[F:40])[C:31]=4[Cl:30])[CH:22]=[N:21]3)[CH2:16][CH:17]([CH3:19])[CH3:18])=[N:9]2)[CH2:4][O:3]1. (6) Given the reactants [CH3:1][O:2][CH2:3][CH2:4][O:5][C:6]1[CH:7]=[C:8]([CH:13]=[C:14]([CH2:16][CH2:17][O:18][CH3:19])[CH:15]=1)[C:9](OC)=[O:10].CC(C[AlH]CC(C)C)C, predict the reaction product. The product is: [CH3:1][O:2][CH2:3][CH2:4][O:5][C:6]1[CH:7]=[C:8]([CH2:9][OH:10])[CH:13]=[C:14]([CH2:16][CH2:17][O:18][CH3:19])[CH:15]=1. (7) Given the reactants [CH3:1][O:2][C:3]1[CH:8]=[C:7]([NH2:9])[CH:6]=[CH:5][N:4]=1.C[Si]([N-][Si](C)(C)C)(C)C.[Li+].[Cl:20][C:21]1[CH:49]=[CH:48][C:24]([CH2:25][N:26]2[C:34]3[C:29](=[CH:30][C:31]([C:35](=[O:39])[N:36]([CH3:38])[CH3:37])=[CH:32][CH:33]=3)[C:28]([C:40](=[O:46])[C:41](OCC)=[O:42])=[C:27]2[CH3:47])=[CH:23][CH:22]=1.COC1C=C(C(N)=O)C=CN=1.[Li].C(P1(=O)OP(CCC)(=O)OP(CCC)(=O)O1)CC, predict the reaction product. The product is: [Cl:20][C:21]1[CH:22]=[CH:23][C:24]([CH2:25][N:26]2[C:34]3[C:29](=[CH:30][C:31]([C:35]([N:36]([CH3:38])[CH3:37])=[O:39])=[CH:32][CH:33]=3)[C:28]([C:40](=[O:46])[C:41]([NH:9][C:7]3[CH:6]=[CH:5][N:4]=[C:3]([O:2][CH3:1])[CH:8]=3)=[O:42])=[C:27]2[CH3:47])=[CH:48][CH:49]=1.